This data is from Forward reaction prediction with 1.9M reactions from USPTO patents (1976-2016). The task is: Predict the product of the given reaction. Given the reactants [C-:1]1([CH2:6][NH2:7])[CH:5]=[CH:4][CH:3]=[CH:2]1.[CH-:8]1[CH:12]=[CH:11][CH:10]=[CH:9]1.[Fe+2:13].C1(N=C=NC2CCCCC2)CCCCC1.ON1C2C=CC=CC=2N=N1.[SH:39][CH2:40][CH2:41][CH2:42][CH2:43][CH2:44][CH2:45][CH2:46][CH2:47][CH2:48][CH2:49][C:50](O)=[O:51], predict the reaction product. The product is: [C-:1]1([CH2:6][NH:7][C:50](=[O:51])[CH2:49][CH2:48][CH2:47][CH2:46][CH2:45][CH2:44][CH2:43][CH2:42][CH2:41][CH2:40][SH:39])[CH:5]=[CH:4][CH:3]=[CH:2]1.[CH-:8]1[CH:12]=[CH:11][CH:10]=[CH:9]1.[Fe+2:13].